From a dataset of Reaction yield outcomes from USPTO patents with 853,638 reactions. Predict the reaction yield, written as a fraction of the theoretical maximum amount of product (1.0 means a 100% yield; for example, 0.34 means a 34% yield). (1) The reactants are C(OC([CH2:8][NH:9][C:10]1[CH:11]=[C:12]([C:16]2[N:21]=[CH:20][C:19]([CH:22]=[CH:23][C:24]([O:26][CH2:27][CH3:28])=[O:25])=[CH:18][CH:17]=2)[CH:13]=[CH:14][CH:15]=1)=O)(C)(C)C.FC(F)(F)C(O)=O.C(=O)([O-])O.[Na+]. The catalyst is CO.ClCCl.[Pd]. The product is [CH3:8][NH:9][C:10]1[CH:11]=[C:12]([C:16]2[N:21]=[CH:20][C:19]([CH2:22][CH2:23][C:24]([O:26][CH2:27][CH3:28])=[O:25])=[CH:18][CH:17]=2)[CH:13]=[CH:14][CH:15]=1. The yield is 0.680. (2) The product is [Br:1][C:2]1[C:11]2[C:6](=[CH:7][CH:8]=[CH:9][CH:10]=2)[C:5]([C:12]2([CH:45]=[CH:44][O:43][CH3:47])[CH:17]=[CH:16][CH:15]=[CH:14][CH2:13]2)=[CH:4][CH:3]=1. The yield is 0.990. The reactants are [Br:1][C:2]1[C:11]2[C:6](=[CH:7][CH:8]=[CH:9][CH:10]=2)[C:5]([C:12]2[CH:17]=[CH:16][CH:15]=[CH:14][C:13]=2C=O)=[CH:4][CH:3]=1.[Cl-].COC[P+](C1C=CC=CC=1)(C1C=CC=CC=1)C1C=CC=CC=1.[O:43]1[CH2:47]C[CH2:45][CH2:44]1.CC(C)([O-])C.[K+]. The catalyst is O. (3) The reactants are [H-].[H-].[H-].[H-].[Li+].[Al+3].[Cl:7][C:8]1[CH:13]=[CH:12][C:11]([C:14](=[O:18])[CH2:15][C:16]#[N:17])=[CH:10][CH:9]=1.CCN(CC)CC.[CH3:26][C:27]([O:30][C:31](O[C:31]([O:30][C:27]([CH3:29])([CH3:28])[CH3:26])=[O:32])=[O:32])([CH3:29])[CH3:28]. The catalyst is C1COCC1.C(Cl)Cl. The product is [Cl:7][C:8]1[CH:9]=[CH:10][C:11]([CH:14]([OH:18])[CH2:15][CH2:16][NH:17][C:31](=[O:32])[O:30][C:27]([CH3:29])([CH3:28])[CH3:26])=[CH:12][CH:13]=1. The yield is 0.590. (4) The reactants are C(N(CC)C(C)C)(C)C.[Br:10][C:11]1[CH:19]=[CH:18][C:14]([C:15]([OH:17])=O)=[CH:13][C:12]=1[F:20].[CH:21]1([C@H:24]([NH2:26])[CH3:25])[CH2:23][CH2:22]1.F[P-](F)(F)(F)(F)F.N1(O[P+](N(C)C)(N(C)C)N(C)C)C2C=CC=CC=2N=N1.C(Cl)Cl.C([O-])(O)=O.[Na+]. No catalyst specified. The product is [Br:10][C:11]1[CH:19]=[CH:18][C:14]([C:15]([NH:26][C@@H:24]([CH:21]2[CH2:23][CH2:22]2)[CH3:25])=[O:17])=[CH:13][C:12]=1[F:20]. The yield is 0.940. (5) The reactants are [NH2:1][C:2]1[CH:7]=[CH:6][CH:5]=[CH:4][C:3]=1[NH:8][C:9]([C@H:11]1[CH2:16][C@H:15]([NH:17][C:18]([NH:20][C:21]2[CH:26]=[CH:25][C:24]([C:27]#[N:28])=[CH:23][CH:22]=2)=[O:19])[CH2:14][CH2:13][N:12]1[C:29](OC(C)(C)C)=O)=O.C=O.C([BH3-])#N.[Na+].C1COCC1. The catalyst is C(O)(=O)C.O.CO. The product is [NH:1]1[C:2]2[CH:7]=[CH:6][CH:5]=[CH:4][C:3]=2[N:8]=[C:9]1[C@H:11]1[CH2:16][C@H:15]([NH:17][C:18]([NH:20][C:21]2[CH:26]=[CH:25][C:24]([C:27]#[N:28])=[CH:23][CH:22]=2)=[O:19])[CH2:14][CH2:13][N:12]1[CH3:29]. The yield is 0.730. (6) The reactants are [O:1]1[C:5]2[CH:6]=[CH:7][C:8]([C:10]3([C:13]([NH:15][C:16]4[CH:17]=[C:18]5[C:22](=[CH:23][CH:24]=4)[NH:21][C:20]([C:25]([CH3:28])([CH3:27])[CH3:26])=[C:19]5[CH:29]=O)=[O:14])[CH2:12][CH2:11]3)=[CH:9][C:4]=2[O:3][CH2:2]1.Cl.[NH2:32][OH:33]. The catalyst is ClCCl. The product is [O:1]1[C:5]2[CH:6]=[CH:7][C:8]([C:10]3([C:13]([NH:15][C:16]4[CH:17]=[C:18]5[C:22](=[CH:23][CH:24]=4)[NH:21][C:20]([C:25]([CH3:28])([CH3:26])[CH3:27])=[C:19]5/[CH:29]=[N:32]\[OH:33])=[O:14])[CH2:12][CH2:11]3)=[CH:9][C:4]=2[O:3][CH2:2]1. The yield is 0.770. (7) The reactants are [CH2:1]([N:3]([CH2:14][CH3:15])[CH2:4][CH2:5][O:6][C:7]1[CH:12]=[CH:11][C:10]([NH2:13])=[CH:9][CH:8]=1)[CH3:2].Cl.[Cl:17][C:18]1[CH:23]=[CH:22][C:21]([NH:24][C:25]([C:27]2[CH:32]=[CH:31][C:30]([C:33]3[CH:38]=[CH:37][CH:36]=[CH:35][CH:34]=3)=[CH:29][CH:28]=2)=[O:26])=[CH:20][C:19]=1[N:39]1[CH2:48][C:47]2[C:42](=[N:43][C:44](S(C)(=O)=O)=[N:45][CH:46]=2)[N:41]([CH3:53])[C:40]1=[O:54]. The catalyst is CN1CCCC1=O.C(OCC)C. The product is [Cl:17][C:18]1[CH:23]=[CH:22][C:21]([NH:24][C:25]([C:27]2[CH:32]=[CH:31][C:30]([C:33]3[CH:34]=[CH:35][CH:36]=[CH:37][CH:38]=3)=[CH:29][CH:28]=2)=[O:26])=[CH:20][C:19]=1[N:39]1[CH2:48][C:47]2[C:42](=[N:43][C:44]([NH:13][C:10]3[CH:9]=[CH:8][C:7]([O:6][CH2:5][CH2:4][N:3]([CH2:1][CH3:2])[CH2:14][CH3:15])=[CH:12][CH:11]=3)=[N:45][CH:46]=2)[N:41]([CH3:53])[C:40]1=[O:54]. The yield is 0.350. (8) The yield is 0.960. The product is [C:17]([O:9][CH2:8][C:7]1[CH:10]=[C:11]([O:13][CH2:14][C:15]#[CH:16])[CH:12]=[C:5]([O:4][CH2:1][C:2]#[CH:3])[CH:6]=1)(=[O:19])[CH3:18]. The reactants are [CH2:1]([O:4][C:5]1[CH:6]=[C:7]([CH:10]=[C:11]([O:13][CH2:14][C:15]#[CH:16])[CH:12]=1)[CH2:8][OH:9])[C:2]#[CH:3].[C:17](OC(=O)C)(=[O:19])[CH3:18].C(=O)([O-])[O-].[Na+].[Na+]. The catalyst is S(=O)(=O)(O)O.